Dataset: Full USPTO retrosynthesis dataset with 1.9M reactions from patents (1976-2016). Task: Predict the reactants needed to synthesize the given product. (1) Given the product [CH2:1]=[C:2]1[N:9]([CH3:8])[C:5](=[O:7])[CH2:4][CH2:3]1.[CH3:8][N:9]1[CH:2]([CH3:1])[CH2:3][CH2:4][C:5]1=[O:6], predict the reactants needed to synthesize it. The reactants are: [CH3:1][C:2]1[O:7][C:5](=[O:6])[CH2:4][CH:3]=1.[CH3:8][NH2:9]. (2) Given the product [NH2:23][C:18]1[CH:19]=[N:20][CH:21]=[CH:22][C:17]=1[C@@H:6]1[CH2:7][C@H:8]([NH:9][C:10](=[O:16])[O:11][C:12]([CH3:13])([CH3:14])[CH3:15])[C@@H:3]([O:2][CH3:1])[C@H:4]([CH3:26])[CH2:5]1.[NH2:23][C:18]1[CH:19]=[N:20][CH:21]=[CH:22][C:17]=1[C@H:6]1[CH2:7][C@@H:8]([NH:9][C:10](=[O:16])[O:11][C:12]([CH3:13])([CH3:14])[CH3:15])[C@H:3]([O:2][CH3:1])[C@@H:4]([CH3:26])[CH2:5]1, predict the reactants needed to synthesize it. The reactants are: [CH3:1][O:2][C@H:3]1[C@H:8]([NH:9][C:10](=[O:16])[O:11][C:12]([CH3:15])([CH3:14])[CH3:13])[CH:7]=[C:6]([C:17]2[CH:22]=[CH:21][N:20]=[CH:19][C:18]=2[N+:23]([O-])=O)[CH2:5][C@@H:4]1[CH3:26]. (3) The reactants are: N1CCCCC1.[CH3:7][O:8][C:9]1[CH:10]=[C:11]([CH:14]=[CH:15][C:16]=1[O:17][CH3:18])[CH:12]=O.[Br:19][C:20]1[CH:21]=[CH:22][C:23]([NH:29][C:30](=[O:35])[CH2:31]C(O)=O)=[C:24]([CH:28]=1)[C:25]([OH:27])=[O:26].Cl. Given the product [CH3:7][O:8][C:9]1[CH:10]=[C:11](/[CH:12]=[CH:31]/[C:30]([NH:29][C:23]2[CH:22]=[CH:21][C:20]([Br:19])=[CH:28][C:24]=2[C:25]([OH:27])=[O:26])=[O:35])[CH:14]=[CH:15][C:16]=1[O:17][CH3:18], predict the reactants needed to synthesize it.